The task is: Predict the reaction yield, written as a fraction of the theoretical maximum amount of product (1.0 means a 100% yield; for example, 0.34 means a 34% yield).. This data is from Reaction yield outcomes from USPTO patents with 853,638 reactions. (1) The catalyst is ClCCl. The reactants are [NH2:1][C:2]1[CH:3]=[CH:4][C:5]([O:18][C:19]2[CH:24]=[CH:23][CH:22]=[CH:21][CH:20]=2)=[C:6]([C:8]2[C:9]([O:16][CH3:17])=[CH:10][C:11](=[O:15])[N:12]([CH3:14])[N:13]=2)[CH:7]=1.[C:25](Cl)(=[O:29])[O:26][CH2:27][CH3:28].C(N(CC)CC)C. The product is [CH2:27]([O:26][C:25](=[O:29])[NH:1][C:2]1[CH:3]=[CH:4][C:5]([O:18][C:19]2[CH:20]=[CH:21][CH:22]=[CH:23][CH:24]=2)=[C:6]([C:8]2[C:9]([O:16][CH3:17])=[CH:10][C:11](=[O:15])[N:12]([CH3:14])[N:13]=2)[CH:7]=1)[CH3:28]. The yield is 0.810. (2) The reactants are [NH2:1][C:2]1[C:19]([C:20]#[C:21][Si](C)(C)C)=[CH:18][C:5]([C:6]([N:8]=[S@@:9]([CH3:17])(=[O:16])[C:10]2[CH:15]=[CH:14][CH:13]=[CH:12][CH:11]=2)=[O:7])=[CH:4][N:3]=1.C([O-])([O-])=O.[K+].[K+]. The catalyst is C1COCC1.CO. The product is [NH2:1][C:2]1[C:19]([C:20]#[CH:21])=[CH:18][C:5]([C:6]([N:8]=[S@@:9]([CH3:17])(=[O:16])[C:10]2[CH:15]=[CH:14][CH:13]=[CH:12][CH:11]=2)=[O:7])=[CH:4][N:3]=1. The yield is 0.780. (3) The reactants are [CH3:1][NH:2][N:3]=[CH:4][C:5](=[O:7])[CH3:6].[F:8][C:9]([F:21])([F:20])[C:10]1[CH:15]=[CH:14][C:13]([C:16](=O)[CH:17]=[O:18])=[CH:12][CH:11]=1. The product is [F:8][C:9]([F:21])([F:20])[C:10]1[CH:15]=[CH:14][C:13]([C:16]2[N:2]([CH3:1])[N:3]=[C:4]([C:5](=[O:7])[CH3:6])[C:17]=2[OH:18])=[CH:12][CH:11]=1. The catalyst is C(O)(=O)C. The yield is 0.0860. (4) The reactants are [S:1]1[CH:5]=[CH:4][CH:3]=[C:2]1[C:6]1[NH:7][C:8](=[O:20])[C:9]2[C:13]=1[C:12](=O)[NH:11][C:10]=2[C:15]1[S:16][CH:17]=[CH:18][CH:19]=1.[C:21](=[O:24])([O-])[O-].[K+].[K+].Br[CH2:28][CH2:29][CH2:30][CH2:31][CH2:32][CH2:33][CH2:34][CH2:35][CH2:36][CH2:37][CH2:38][CH2:39][CH2:40][CH2:41][CH2:42][CH3:43]. The catalyst is CN(C)C=O. The product is [CH2:12]([N:11]1[C:10]([C:15]2[S:16][CH:17]=[CH:18][CH:19]=2)=[C:9]2[C:13](=[C:6]([C:2]3[S:1][CH:5]=[CH:4][CH:3]=3)[N:7]([CH2:28][CH2:29][CH2:30][CH2:31][CH2:32][CH2:33][CH2:34][CH2:35][CH2:36][CH2:37][CH2:38][CH2:39][CH2:40][CH2:41][CH2:42][CH3:43])[C:8]2=[O:20])[C:21]1=[O:24])[CH2:42][CH2:41][CH2:40][CH2:39][CH2:38][CH2:37][CH2:36][CH2:35][CH2:34][CH2:33][CH2:32][CH2:31][CH2:30][CH2:29][CH3:28]. The yield is 0.880. (5) The reactants are [C:1]([NH:4][C@@H:5]([CH2:11][C:12]1[CH:17]=[CH:16][C:15]([O:18][CH2:19][CH:20]=[CH2:21])=[CH:14][CH:13]=1)[C:6]([O:8]CC)=[O:7])(=[O:3])[CH3:2].O.[OH-].[Li+]. The catalyst is C1COCC1.O.O. The product is [C:1]([NH:4][C@@H:5]([CH2:11][C:12]1[CH:17]=[CH:16][C:15]([O:18][CH2:19][CH:20]=[CH2:21])=[CH:14][CH:13]=1)[C:6]([OH:8])=[O:7])(=[O:3])[CH3:2]. The yield is 1.00. (6) The product is [CH2:1]([N:8]1[CH:12]=[C:11]([C:13]([O:19][CH3:20])=[C:14]([C:15]#[N:16])[C:17]#[N:18])[CH:10]=[N:9]1)[C:2]1[CH:3]=[CH:4][CH:5]=[CH:6][CH:7]=1. No catalyst specified. The reactants are [CH2:1]([N:8]1[CH:12]=[C:11]([C:13]([OH:19])=[C:14]([C:17]#[N:18])[C:15]#[N:16])[CH:10]=[N:9]1)[C:2]1[CH:7]=[CH:6][CH:5]=[CH:4][CH:3]=1.[CH:20](OC)(OC)OC. The yield is 0.518. (7) The reactants are [Cl:1][C:2]1(N)[CH:7]=[CH:6][C:5]([N:8]([C:12]2[CH:17]=[CH:16][CH:15]=[CH:14][C:13]=2[C:18]([F:21])([F:20])[F:19])[C:9](=[O:11])[NH2:10])=[CH:4][CH2:3]1.[C:23]([O:34][CH3:35])(=[O:33])[C:24]1[CH:32]=[CH:31][CH:30]=[C:26](C([O-])=O)[CH:25]=1.C1C=CC2N([OH:45])N=NC=2C=1.O.CN1CCOCC1.CCN=C=NCCCN(C)C.Cl.C[N:67]([CH:69]=[O:70])C. The catalyst is CCOC(C)=O. The product is [Cl:1][C:2]1([C:31]2[CH:30]=[CH:26][CH:25]=[C:24]([C:23]([O:34][CH3:35])=[O:33])[CH:32]=2)[CH:7]=[CH:6][C:5]([N:8]([C:12]2[CH:17]=[CH:16][CH:15]=[CH:14][C:13]=2[C:18]([F:21])([F:20])[F:19])[C:9](=[O:11])[NH2:10])=[C:4]([NH:67][C:69]([OH:70])=[O:45])[CH2:3]1. The yield is 0.430. (8) The reactants are [F-].C([N+](CCCC)(CCCC)CCCC)CCC.[Si]([O:26][C@@H:27]([CH2:41][CH2:42][C:43]1[CH:48]=[CH:47][CH:46]=[CH:45][CH:44]=1)[C@H:28]([N:30]1[CH:38]=[N:37][C:36]2[C:31]1=[N:32][CH:33]=[N:34][C:35]=2[O:39][CH3:40])[CH3:29])(C(C)(C)C)(C)C.ClCCl.CO. The catalyst is O1CCCC1. The product is [CH3:40][O:39][C:35]1[N:34]=[CH:33][N:32]=[C:31]2[C:36]=1[N:37]=[CH:38][N:30]2[C@H:28]([CH3:29])[C@@H:27]([OH:26])[CH2:41][CH2:42][C:43]1[CH:48]=[CH:47][CH:46]=[CH:45][CH:44]=1. The yield is 0.810.